Task: Predict the reactants needed to synthesize the given product.. Dataset: Full USPTO retrosynthesis dataset with 1.9M reactions from patents (1976-2016) (1) Given the product [C:1]([O:4][C@@H:5]1[C@H:9]([O:10][C:11](=[O:13])[CH3:12])[C@@H:8]([C:14]#[CH:15])[O:7][C@H:6]1[N:16]1[CH:24]=[N:23][C:22]2[C:17]1=[N:18][CH:19]=[N:20][C:21]=2[NH:29][C:28]1[CH:30]=[CH:31][C:32]([F:34])=[CH:33][C:27]=1[Br:26])(=[O:3])[CH3:2], predict the reactants needed to synthesize it. The reactants are: [C:1]([O:4][C@@H:5]1[C@H:9]([O:10][C:11](=[O:13])[CH3:12])[C@@H:8]([C:14]#[CH:15])[O:7][C@H:6]1[N:16]1[CH:24]=[N:23][C:22]2[C:17]1=[N:18][CH:19]=[N:20][C:21]=2Cl)(=[O:3])[CH3:2].[Br:26][C:27]1[CH:33]=[C:32]([F:34])[CH:31]=[CH:30][C:28]=1[NH2:29]. (2) The reactants are: [C:1]([C:5]1[CH:17]=[CH:16][C:8]2[O:9][CH:10]([C:13]([OH:15])=O)[CH2:11][O:12][C:7]=2[CH:6]=1)([CH3:4])([CH3:3])[CH3:2].[N:18]1[C:27]2[C:22](=[CH:23][CH:24]=[CH:25][CH:26]=2)[C:21]([CH2:28][NH2:29])=[CH:20][CH:19]=1.F[P-](F)(F)(F)(F)F.C[N+](C)=C(N(C)C)ON1C2N=CC=CC=2N=N1.C(N(CC)C(C)C)(C)C. Given the product [C:1]([C:5]1[CH:17]=[CH:16][C:8]2[O:9][CH:10]([C:13]([NH:29][CH2:28][C:21]3[C:22]4[C:27](=[CH:26][CH:25]=[CH:24][CH:23]=4)[N:18]=[CH:19][CH:20]=3)=[O:15])[CH2:11][O:12][C:7]=2[CH:6]=1)([CH3:2])([CH3:3])[CH3:4], predict the reactants needed to synthesize it. (3) Given the product [F:22][C:23]1[CH:24]=[C:25]([CH:26]=[CH:27][C:28]=1[F:29])[CH2:30][O:31][C:2]1[CH:11]=[C:6]2[N:7]([CH2:14][C:15]3[CH:20]=[CH:19][C:18]([F:21])=[CH:17][CH:16]=3)[CH2:8][CH2:9][CH2:10][N:5]2[C:4](=[O:12])[N:3]=1, predict the reactants needed to synthesize it. The reactants are: Cl[C:2]1[CH:11]=[C:6]2[NH:7][CH2:8][CH2:9][CH2:10][N:5]2[C:4](=[O:12])[N:3]=1.Br[CH2:14][C:15]1[CH:20]=[CH:19][C:18]([F:21])=[CH:17][CH:16]=1.[F:22][C:23]1[CH:24]=[C:25]([CH2:30][OH:31])[CH:26]=[CH:27][C:28]=1[F:29]. (4) Given the product [CH3:1][O:2][C:3]1[CH:4]=[CH:5][C:6]([C:12]([NH2:14])=[O:13])=[CH:7][C:8]=1[C:9]([NH:25][C:15]1[C:24]2[C:19](=[CH:20][CH:21]=[CH:22][CH:23]=2)[CH:18]=[CH:17][CH:16]=1)=[O:11], predict the reactants needed to synthesize it. The reactants are: [CH3:1][O:2][C:3]1[C:8]([C:9]([OH:11])=O)=[CH:7][C:6]([C:12]([NH2:14])=[O:13])=[CH:5][CH:4]=1.[C:15]1([NH2:25])[C:24]2[C:19](=[CH:20][CH:21]=[CH:22][CH:23]=2)[CH:18]=[CH:17][CH:16]=1. (5) Given the product [Cl:1][C:2]1[C:7]([CH3:8])=[CH:6][C:5]2[NH:9][C:14]([CH:13]([OH:17])[C:12]([F:19])([F:18])[F:11])=[N:10][C:4]=2[CH:3]=1, predict the reactants needed to synthesize it. The reactants are: [Cl:1][C:2]1[CH:3]=[C:4]([NH2:10])[C:5]([NH2:9])=[CH:6][C:7]=1[CH3:8].[F:11][C:12]([F:19])([F:18])[CH:13]([OH:17])[C:14](O)=O.Cl.C(=O)(O)[O-].[Na+]. (6) Given the product [Cl:1][C:2]1[CH:3]=[C:4]([O:12][CH2:14][C:15]2[C:29]([F:30])=[CH:28][C:18]([C:19]([NH:21][S:22]([N:25]([CH3:27])[CH3:26])(=[O:24])=[O:23])=[O:20])=[C:17]([F:31])[CH:16]=2)[CH:5]=[N:6][C:7]=1[O:8][CH:9]([CH3:10])[CH3:11], predict the reactants needed to synthesize it. The reactants are: [Cl:1][C:2]1[CH:3]=[C:4]([OH:12])[CH:5]=[N:6][C:7]=1[O:8][CH:9]([CH3:11])[CH3:10].Br[CH2:14][C:15]1[C:29]([F:30])=[CH:28][C:18]([C:19]([NH:21][S:22]([N:25]([CH3:27])[CH3:26])(=[O:24])=[O:23])=[O:20])=[C:17]([F:31])[CH:16]=1.C(=O)([O-])[O-].[K+].[K+].C(O)(=O)C.